Dataset: Peptide-MHC class I binding affinity with 185,985 pairs from IEDB/IMGT. Task: Regression. Given a peptide amino acid sequence and an MHC pseudo amino acid sequence, predict their binding affinity value. This is MHC class I binding data. The peptide sequence is QRASNVFDL. The MHC is HLA-B08:01 with pseudo-sequence HLA-B08:01. The binding affinity (normalized) is 0.213.